This data is from Forward reaction prediction with 1.9M reactions from USPTO patents (1976-2016). The task is: Predict the product of the given reaction. (1) Given the reactants [Br:1][C:2]1[N:7]=[CH:6][C:5]([CH3:8])=[CH:4][C:3]=1[F:9].BrN1C(=O)CCC1=O.N(C(C)(C)C#N)=NC(C)(C)C#N.[Cl:30]C1C=CC=CC=1, predict the reaction product. The product is: [Br:1][C:2]1[N:7]=[CH:6][C:5]([CH2:8][Cl:30])=[CH:4][C:3]=1[F:9]. (2) Given the reactants Br[C:2]1[C:11]2[C:6](=[CH:7][CH:8]=[CH:9][CH:10]=2)[C:5]([C:12]([OH:14])=[O:13])=[CH:4][CH:3]=1.[CH2:15]([O:22][C:23](=[O:26])[CH:24]=[CH2:25])[C:16]1[CH:21]=[CH:20][CH:19]=[CH:18][CH:17]=1.C1(P(C2C=CC=CC=2)C2C=CC=CC=2)C=CC=CC=1.C, predict the reaction product. The product is: [O:26]=[C:23]([O:22][CH2:15][C:16]1[CH:21]=[CH:20][CH:19]=[CH:18][CH:17]=1)/[CH:24]=[CH:25]/[C:2]1[C:11]2[C:6](=[CH:7][CH:8]=[CH:9][CH:10]=2)[C:5]([C:12]([OH:14])=[O:13])=[CH:4][CH:3]=1.